From a dataset of Full USPTO retrosynthesis dataset with 1.9M reactions from patents (1976-2016). Predict the reactants needed to synthesize the given product. Given the product [CH2:17]([C:20]1[N:24]([CH2:2][C:3]2[CH:8]=[CH:7][C:6]([C:9]3[C:10]([CH:15]=[O:16])=[CH:11][CH:12]=[CH:13][CH:14]=3)=[CH:5][CH:4]=2)[C:23]2[CH:25]=[C:26]([C:30]3[N:34]=[CH:35][N:47]([CH3:48])[CH:46]=3)[CH:27]=[C:28]([CH3:29])[C:22]=2[N:21]=1)[CH2:18][CH3:19], predict the reactants needed to synthesize it. The reactants are: Br[CH2:2][C:3]1[CH:8]=[CH:7][C:6]([C:9]2[CH:14]=[CH:13][CH:12]=[CH:11][C:10]=2[CH:15]=[O:16])=[CH:5][CH:4]=1.[CH2:17]([C:20]1[NH:21][C:22]2[C:28]([CH3:29])=[CH:27][C:26]([C:30]3[N:34]([CH3:35])C4C=CC=CC=4N=3)=[CH:25][C:23]=2[N:24]=1)[CH2:18][CH3:19].CC([O-])(C)C.[K+].[CH3:46][N:47](C)[C:48](=O)C.